From a dataset of Forward reaction prediction with 1.9M reactions from USPTO patents (1976-2016). Predict the product of the given reaction. Given the reactants [CH3:1][N:2]([C:12](=O)[CH2:13][CH2:14][CH2:15][CH2:16][C@H:17]1[C@@H:24]2[C@@H:20]([NH:21][C:22](=[O:25])[NH:23]2)[CH2:19][S:18]1)[CH2:3][CH2:4][CH2:5][CH2:6][CH2:7][C:8]([O:10][CH3:11])=[O:9].CSC.B.CO, predict the reaction product. The product is: [CH3:1][N:2]([CH2:12][CH2:13][CH2:14][CH2:15][CH2:16][C@H:17]1[C@@H:24]2[C@@H:20]([NH:21][C:22](=[O:25])[NH:23]2)[CH2:19][S:18]1)[CH2:3][CH2:4][CH2:5][CH2:6][CH2:7][C:8]([O:10][CH3:11])=[O:9].